This data is from Full USPTO retrosynthesis dataset with 1.9M reactions from patents (1976-2016). The task is: Predict the reactants needed to synthesize the given product. (1) Given the product [CH2:7]([C:5]1[S:6][C:2]([CH:14]2[CH2:16][CH2:29][S:24][CH2:25][CH2:15]2)=[CH:3][C:4]=1[CH2:9][OH:11])[CH3:8], predict the reactants needed to synthesize it. The reactants are: Br[C:2]1[S:6][C:5]([CH2:7][CH3:8])=[C:4]([C:9]([O:11]CC)=O)[CH:3]=1.[CH:14]([Mg]Br)([CH3:16])[CH3:15].O1CCCC1.[S:24]1[CH2:29]CC(=O)C[CH2:25]1.[Cl-].[NH4+].C([SiH](CC)CC)C.FC(F)(F)C(O)=O.[H-].C([Al+]CC(C)C)C(C)C.C1(C)C=CC=CC=1.[H-].C([Al+]CC(C)C)C(C)C.Cl. (2) Given the product [Cl:45][C:46]1[N:51]=[N:50][C:49]([CH2:52][N:53]2[C:61]3[C:56](=[CH:57][C:58]([O:62][CH3:63])=[CH:59][CH:60]=3)[C:55]([C:64](=[O:68])[C:65]([NH:35][C:33]3[CH:32]=[CH:31][N:30]=[C:29]([O:28][CH3:27])[CH:34]=3)=[O:66])=[C:54]2[CH3:69])=[CH:48][CH:47]=1, predict the reactants needed to synthesize it. The reactants are: ClC1N=NC(CN2C3C(=CC(OC)=CC=3)C=C2C)=CC=1.C(Cl)(=O)C(Cl)=O.[CH3:27][O:28][C:29]1[CH:34]=[C:33]([NH2:35])[CH:32]=[CH:31][N:30]=1.C(N(CC)CC)C.O=[N-].[Cl:45][C:46]1[N:51]=[N:50][C:49]([CH2:52][N:53]2[C:61]3[C:56](=[CH:57][C:58]([O:62][CH3:63])=[CH:59][CH:60]=3)[C:55]([C:64](=[O:68])[C:65](O)=[O:66])=[C:54]2[CH3:69])=[CH:48][CH:47]=1.C(P1(=O)OP(=O)(CCC)OP(=O)(CCC)O1)CC. (3) Given the product [ClH:19].[CH3:20][C:21]1[N:26]=[C:25]([CH2:27][NH:28][S:16]([C:14]2[S:15][C:11]([C:5]3[CH:4]=[C:3]([CH2:1][CH3:2])[C:8](=[O:9])[NH:7][C:6]=3[CH3:10])=[CH:12][CH:13]=2)(=[O:18])=[O:17])[CH:24]=[N:23][CH:22]=1, predict the reactants needed to synthesize it. The reactants are: [CH2:1]([C:3]1[C:8](=[O:9])[NH:7][C:6]([CH3:10])=[C:5]([C:11]2[S:15][C:14]([S:16]([Cl:19])(=[O:18])=[O:17])=[CH:13][CH:12]=2)[CH:4]=1)[CH3:2].[CH3:20][C:21]1[N:26]=[C:25]([CH2:27][NH2:28])[CH:24]=[N:23][CH:22]=1. (4) The reactants are: [Zn](CC)[CH2:2]C.C(O)(C(F)(F)F)=O.C(I)I.[C:16]([O:19][C@H:20]1[C@H:25]([O:26][C:27](=[O:29])[CH3:28])[C@@H:24]([O:30][C:31](=[O:33])[CH3:32])[C@H:23]([C:34]2[CH:43]=[C:42]([CH2:44][C:45]3[CH:50]=[CH:49][C:48]([CH:51]=[CH2:52])=[CH:47][CH:46]=3)[C:41]([Cl:53])=[C:40]3[C:35]=2[CH2:36][CH2:37][CH2:38][O:39]3)[O:22][C@@H:21]1[CH2:54][O:55][C:56](=[O:58])[CH3:57])(=[O:18])[CH3:17]. Given the product [C:16]([O:19][C@H:20]1[C@H:25]([O:26][C:27](=[O:29])[CH3:28])[C@@H:24]([O:30][C:31](=[O:33])[CH3:32])[C@H:23]([C:34]2[CH:43]=[C:42]([CH2:44][C:45]3[CH:50]=[CH:49][C:48]([CH:51]4[CH2:2][CH2:52]4)=[CH:47][CH:46]=3)[C:41]([Cl:53])=[C:40]3[C:35]=2[CH2:36][CH2:37][CH2:38][O:39]3)[O:22][C@@H:21]1[CH2:54][O:55][C:56](=[O:58])[CH3:57])(=[O:18])[CH3:17], predict the reactants needed to synthesize it. (5) Given the product [CH3:1][O:2][CH2:3][CH2:4][O:5][CH2:6][CH2:7][CH2:8][C:9]1[CH:10]=[CH:11][C:12]([NH:15][CH:21]=[N:19][OH:26])=[CH:13][CH:14]=1, predict the reactants needed to synthesize it. The reactants are: [CH3:1][O:2][CH2:3][CH2:4][O:5][CH2:6][CH2:7][CH2:8][C:9]1[CH:14]=[CH:13][C:12]([NH2:15])=[CH:11][CH:10]=1.COC(OC)[N:19]([CH3:21])C.Cl.N[OH:26]. (6) Given the product [C:12](/[C:14](=[C:9]1\[CH2:8][CH2:7][O:6][C:5]2([CH2:10]\1)[CH2:4][CH2:3][CH2:2][CH2:1]2)/[C:15]([O:17][CH3:18])=[O:16])#[N:13], predict the reactants needed to synthesize it. The reactants are: [CH2:1]1[C:5]2([CH2:10][C:9](=O)[CH2:8][CH2:7][O:6]2)[CH2:4][CH2:3][CH2:2]1.[C:12]([CH2:14][C:15]([O:17][CH3:18])=[O:16])#[N:13].C([O-])(=O)C.[NH4+].C(O)(=O)C. (7) Given the product [C:8]([Si:5]([C:1]([CH3:4])([CH3:3])[CH3:2])([CH3:7])[CH3:6])(=[O:11])[CH3:9], predict the reactants needed to synthesize it. The reactants are: [C:1]([Si:5]([C:8]([OH:11])(C)[CH3:9])([CH3:7])[CH3:6])([CH3:4])([CH3:3])[CH3:2].C([Si](Cl)(C)C)(C)(C)C.C(OC=C[Li])C. (8) Given the product [CH:49]1([C:2]2[C:3](=[O:18])[N:4]([CH3:17])[CH:5]=[C:6]([C:20]3[CH:25]=[C:24]([S:26]([CH2:29][CH3:30])(=[O:28])=[O:27])[CH:23]=[CH:22][C:21]=3[O:31][CH2:32][CH:33]3[CH2:35][CH2:34]3)[CH:7]=2)[CH2:51][CH2:50]1, predict the reactants needed to synthesize it. The reactants are: F[C:2]1[C:3](=[O:18])[N:4]([CH3:17])[CH:5]=[C:6](B2OC(C)(C)C(C)(C)O2)[CH:7]=1.Br[C:20]1[CH:25]=[C:24]([S:26]([CH2:29][CH3:30])(=[O:28])=[O:27])[CH:23]=[CH:22][C:21]=1[O:31][CH2:32][CH:33]1[CH2:35][CH2:34]1.BrC1C=C(S(C)(=O)=O)C=CC=1OC[CH:49]1[CH2:51][CH2:50]1. (9) Given the product [F:31][C:28]1[CH:29]=[CH:30][C:25]([CH2:24][N:18]2[CH2:17][CH:14]3[CH:13]([C:12](=[O:20])[N:11]([C:8]4[CH:9]=[CH:10][C:5]([O:4][C:3]([F:2])([F:21])[F:22])=[CH:6][CH:7]=4)[CH2:16][CH2:15]3)[CH2:19]2)=[CH:26][CH:27]=1, predict the reactants needed to synthesize it. The reactants are: Cl.[F:2][C:3]([F:22])([F:21])[O:4][C:5]1[CH:10]=[CH:9][C:8]([N:11]2[CH2:16][CH2:15][CH:14]3[CH2:17][NH:18][CH2:19][CH:13]3[C:12]2=[O:20])=[CH:7][CH:6]=1.Br[CH2:24][C:25]1[CH:30]=[CH:29][C:28]([F:31])=[CH:27][CH:26]=1.CCN(CC)CC.ClCCl.